From a dataset of PAMPA permeability data for FDA-approved drugs from NCATS. Regression/Classification. Given a drug SMILES string, predict its absorption, distribution, metabolism, or excretion properties. Task type varies by dataset: regression for continuous measurements (e.g., permeability, clearance, half-life) or binary classification for categorical outcomes (e.g., BBB penetration, CYP inhibition). Dataset: approved_pampa_ncats. The molecule is CCC1=C(NC2=C1C(=O)C(CC2)CN3CCOCC3)C. The result is 0 (low-to-moderate permeability).